This data is from Reaction yield outcomes from USPTO patents with 853,638 reactions. The task is: Predict the reaction yield, written as a fraction of the theoretical maximum amount of product (1.0 means a 100% yield; for example, 0.34 means a 34% yield). (1) The reactants are [NH2:1][C:2]1[C:7]([NH2:8])=[C:6]([NH:9][C@@H:10]2[C@@H:15]3[CH2:16][C@@H:12]([CH:13]=[CH:14]3)[C@@H:11]2[C:17]([NH2:19])=[O:18])[C:5]([Br:20])=[CH:4][N:3]=1.[Cl:21][C:22]1[CH:23]=[C:24]([CH:27]=[CH:28][CH:29]=1)[CH:25]=O.C([O-])(=O)C.[NH4+]. No catalyst specified. The product is [Br:20][C:5]1[C:6]([NH:9][C@@H:10]2[C@@H:15]3[CH2:16][C@@H:12]([CH:13]=[CH:14]3)[C@@H:11]2[C:17]([NH2:19])=[O:18])=[C:7]2[N:8]=[C:25]([C:24]3[CH:27]=[CH:28][CH:29]=[C:22]([Cl:21])[CH:23]=3)[NH:1][C:2]2=[N:3][CH:4]=1. The yield is 0.530. (2) The reactants are C[Si]([N-][Si](C)(C)C)(C)C.[Na+].[Si:11]([O:18][CH2:19][C:20]([C:23]1[CH:24]=[C:25]([C:30]2[N:35]=[C:34]([CH3:36])[N:33]=[C:32]([NH2:37])[N:31]=2)[C:26](F)=[N:27][CH:28]=1)([CH3:22])[CH3:21])([C:14]([CH3:17])([CH3:16])[CH3:15])([CH3:13])[CH3:12].[F:38][C:39]1[CH:40]=[C:41]([NH2:47])[CH:42]=[N:43][C:44]=1[O:45][CH3:46]. The catalyst is C1COCC1. The product is [Si:11]([O:18][CH2:19][C:20]([C:23]1[CH:24]=[C:25]([C:30]2[N:35]=[C:34]([CH3:36])[N:33]=[C:32]([NH2:37])[N:31]=2)[C:26]([NH:47][C:41]2[CH:42]=[N:43][C:44]([O:45][CH3:46])=[C:39]([F:38])[CH:40]=2)=[N:27][CH:28]=1)([CH3:21])[CH3:22])([C:14]([CH3:17])([CH3:16])[CH3:15])([CH3:12])[CH3:13]. The yield is 0.930. (3) The reactants are [CH3:1][O:2][C:3](=[O:18])[C:4]1[CH:9]=[CH:8][C:7]([S:10][C:11]2[N:16]=[CH:15][C:14](Br)=[CH:13][N:12]=2)=[CH:6][CH:5]=1.[Li+].[Cl-].[C:21]1(P(C2C=CC=CC=2)C2C=CC=CC=2)C=CC=C[CH:22]=1.C([Sn](CCCC)(CCCC)C=C)CCC. The catalyst is CN(C=O)C.Cl[Pd](Cl)([P](C1C=CC=CC=1)(C1C=CC=CC=1)C1C=CC=CC=1)[P](C1C=CC=CC=1)(C1C=CC=CC=1)C1C=CC=CC=1. The product is [CH3:1][O:2][C:3](=[O:18])[C:4]1[CH:9]=[CH:8][C:7]([S:10][C:11]2[N:16]=[CH:15][C:14]([CH:21]=[CH2:22])=[CH:13][N:12]=2)=[CH:6][CH:5]=1. The yield is 0.250. (4) The reactants are [CH3:1][O:2][C:3](=[O:25])[CH2:4][C:5]1[C:14]([CH3:15])=[C:13](OS(C(F)(F)F)(=O)=O)[C:12]2[C:7](=[CH:8][CH:9]=[C:10]([F:24])[CH:11]=2)[CH:6]=1.[N+:26]([C:29]1[CH:34]=[CH:33][C:32](B(O)O)=[CH:31][CH:30]=1)([O-:28])=[O:27].C(=O)([O-])[O-].[Cs+].[Cs+].C(OCC)(=O)C. The catalyst is C(COC)OC.C1C=CC(P(C2C=CC=CC=2)[C-]2C=CC=C2)=CC=1.C1C=CC(P(C2C=CC=CC=2)[C-]2C=CC=C2)=CC=1.Cl[Pd]Cl.[Fe+2]. The product is [CH3:1][O:2][C:3](=[O:25])[CH2:4][C:5]1[C:14]([CH3:15])=[C:13]([C:32]2[CH:33]=[CH:34][C:29]([N+:26]([O-:28])=[O:27])=[CH:30][CH:31]=2)[C:12]2[C:7](=[CH:8][CH:9]=[C:10]([F:24])[CH:11]=2)[CH:6]=1. The yield is 0.420. (5) The reactants are CO[C:3]([C:5]1[N:13]=[CH:12][C:11]2[NH:10][C:9]3[N:14]=[CH:15][C:16]([C:18]4[CH:23]=[CH:22][C:21]([CH2:24][N:25]5[CH2:30][CH2:29][CH2:28][CH2:27][CH2:26]5)=[CH:20][CH:19]=4)=[CH:17][C:8]=3[C:7]=2[CH:6]=1)=[O:4].O.[NH2:32][NH2:33]. The catalyst is C(O)C. The product is [N:25]1([CH2:24][C:21]2[CH:20]=[CH:19][C:18]([C:16]3[CH:15]=[N:14][C:9]4[NH:10][C:11]5[CH:12]=[N:13][C:5]([C:3]([NH:32][NH2:33])=[O:4])=[CH:6][C:7]=5[C:8]=4[CH:17]=3)=[CH:23][CH:22]=2)[CH2:26][CH2:27][CH2:28][CH2:29][CH2:30]1. The yield is 0.790. (6) The product is [Cl:1][C:2]1[CH:7]=[CH:6][C:5]([C:8]2[N:12]([CH2:13][C:14]3[CH:19]=[CH:18][CH:17]=[CH:16][C:15]=3[F:20])[C:11](=[O:21])[N:10]([CH2:22][C:23]([NH:38][CH:36]([C:26]3[C:35]4[C:30](=[CH:31][CH:32]=[CH:33][CH:34]=4)[CH:29]=[CH:28][N:27]=3)[CH3:37])=[O:25])[N:9]=2)=[CH:4][CH:3]=1. The reactants are [Cl:1][C:2]1[CH:7]=[CH:6][C:5]([C:8]2[N:12]([CH2:13][C:14]3[CH:19]=[CH:18][CH:17]=[CH:16][C:15]=3[F:20])[C:11](=[O:21])[N:10]([CH2:22][C:23]([OH:25])=O)[N:9]=2)=[CH:4][CH:3]=1.[C:26]1([CH:36]([NH2:38])[CH3:37])[C:35]2[C:30](=[CH:31][CH:32]=[CH:33][CH:34]=2)[CH:29]=[CH:28][N:27]=1. The yield is 0.700. No catalyst specified. (7) The catalyst is C1COCC1. The reactants are [Cl:1][C:2]1[CH:7]=[CH:6][C:5]([N:8]2[C:14](=O)[CH2:13][C:12]3=[N:16][N:17]=[C:18]([CH3:19])[N:11]3[C:10]3[CH:20]=[CH:21][CH:22]=[CH:23][C:9]2=3)=[CH:4][CH:3]=1. The product is [Cl:1][C:2]1[CH:3]=[CH:4][C:5]([N:8]2[CH2:14][CH2:13][C:12]3=[N:16][N:17]=[C:18]([CH3:19])[N:11]3[C:10]3[CH:20]=[CH:21][CH:22]=[CH:23][C:9]2=3)=[CH:6][CH:7]=1. The yield is 0.160.